This data is from Reaction yield outcomes from USPTO patents with 853,638 reactions. The task is: Predict the reaction yield, written as a fraction of the theoretical maximum amount of product (1.0 means a 100% yield; for example, 0.34 means a 34% yield). (1) The reactants are Br[C:2]1[C:7]([O:8][C:9](=O)[CH3:10])=[CH:6][CH:5]=[CH:4][N:3]=1.[Si](C#C)(C)(C)C. The catalyst is C1COCC1.Cl[Pd](Cl)([P](C1C=CC=CC=1)(C1C=CC=CC=1)C1C=CC=CC=1)[P](C1C=CC=CC=1)(C1C=CC=CC=1)C1C=CC=CC=1.[Cu]I. The product is [O:8]1[C:7]2[C:2](=[N:3][CH:4]=[CH:5][CH:6]=2)[CH:10]=[CH:9]1. The yield is 0.210. (2) The reactants are [C:1]([C:3]1[CH:4]=[CH:5][C:6]([S:25][C:26]2[CH:31]=[C:30]([Cl:32])[CH:29]=[C:28]([Cl:33])[CH:27]=2)=[C:7]([S:9]([N:12]2[CH2:17][CH2:16][N:15]([C:18]([O:20][C:21]([CH3:24])([CH3:23])[CH3:22])=[O:19])[CH2:14][CH2:13]2)(=[O:11])=[O:10])[CH:8]=1)#[N:2].ClC1C=CC=C(C(OO)=[O:42])C=1. The catalyst is C(Cl)Cl. The product is [C:1]([C:3]1[CH:4]=[CH:5][C:6]([S:25]([C:26]2[CH:27]=[C:28]([Cl:33])[CH:29]=[C:30]([Cl:32])[CH:31]=2)=[O:42])=[C:7]([S:9]([N:12]2[CH2:13][CH2:14][N:15]([C:18]([O:20][C:21]([CH3:24])([CH3:23])[CH3:22])=[O:19])[CH2:16][CH2:17]2)(=[O:11])=[O:10])[CH:8]=1)#[N:2]. The yield is 0.971. (3) The reactants are [F:1][C:2]1[CH:7]=[CH:6][C:5]([C:8]2[CH:9]=[C:10]3[C:15](=[CH:16][CH:17]=2)[CH:14]=[C:13]([S:18]([O-:20])=[O:19])[CH:12]=[CH:11]3)=[CH:4][CH:3]=1.[Na+].[NH:22]1[CH:26]=[CH:25][N:24]=[C:23]1[CH:27]([C:29]1[CH:34]=[CH:33][CH:32]=[CH:31][C:30]=1I)[OH:28]. No catalyst specified. The product is [F:1][C:2]1[CH:7]=[CH:6][C:5]([C:8]2[CH:9]=[C:10]3[C:15](=[CH:16][CH:17]=2)[CH:14]=[C:13]([S:18]([C:30]2[CH:31]=[CH:32][CH:33]=[CH:34][C:29]=2[CH:27]([C:23]2[NH:24][CH:25]=[CH:26][N:22]=2)[OH:28])(=[O:20])=[O:19])[CH:12]=[CH:11]3)=[CH:4][CH:3]=1. The yield is 0.510.